From a dataset of Reaction yield outcomes from USPTO patents with 853,638 reactions. Predict the reaction yield, written as a fraction of the theoretical maximum amount of product (1.0 means a 100% yield; for example, 0.34 means a 34% yield). (1) The reactants are [Cl:1][C:2]1[CH:8]=[C:7]([Cl:9])[CH:6]=[CH:5][C:3]=1[NH2:4].[H-].[Na+].Cl[C:13]1[C:22]2[C:17](=[CH:18][C:19]3[CH:26]=[C:25]([O:27][CH3:28])[CH:24]=[CH:23][C:20]=3[CH:21]=2)[N:16]=[CH:15][C:14]=1[C:29]#[N:30]. The catalyst is CN(C=O)C. The product is [Cl:1][C:2]1[CH:8]=[C:7]([Cl:9])[CH:6]=[CH:5][C:3]=1[NH:4][C:13]1[C:22]2[C:17](=[CH:18][C:19]3[CH:26]=[C:25]([O:27][CH3:28])[CH:24]=[CH:23][C:20]=3[CH:21]=2)[N:16]=[CH:15][C:14]=1[C:29]#[N:30]. The yield is 0.821. (2) The reactants are Cl[C:2]1[C:11]2[C:6](=[CH:7][CH:8]=[CH:9][CH:10]=2)[N:5]=[C:4]([N:12]2[CH2:18][CH2:17][CH2:16][C:15]3[CH:19]=[CH:20][CH:21]=[CH:22][C:14]=3[CH2:13]2)[CH:3]=1.[C:23]([O:27][C:28]([N:30]1[C@@H:34]([CH:35]=[CH2:36])[CH2:33][O:32][C:31]1([CH3:38])[CH3:37])=[O:29])([CH3:26])([CH3:25])[CH3:24].CN(C1CCCCC1)C1CCCCC1.CN(C)C=O. The catalyst is C(OCC)(=O)C.CC(C)([P](C(C)(C)C)([Pd][P](C(C)(C)C)(C(C)(C)C)C(C)(C)C)C(C)(C)C)C. The product is [CH3:37][C:31]1([CH3:38])[N:30]([C:28]([O:27][C:23]([CH3:26])([CH3:25])[CH3:24])=[O:29])[C@@H:34](/[CH:35]=[CH:36]/[C:2]2[C:11]3[C:6](=[CH:7][CH:8]=[CH:9][CH:10]=3)[N:5]=[C:4]([N:12]3[CH2:18][CH2:17][CH2:16][C:15]4[CH:19]=[CH:20][CH:21]=[CH:22][C:14]=4[CH2:13]3)[CH:3]=2)[CH2:33][O:32]1. The yield is 0.760.